Dataset: Catalyst prediction with 721,799 reactions and 888 catalyst types from USPTO. Task: Predict which catalyst facilitates the given reaction. Reactant: Br[CH2:2][CH2:3][F:4].[Cl:5][C:6]1[C:14]([CH3:15])=[N:13][C:12]2[N:8]([N:9]=[C:10]3[CH2:18][N:17]([C:19]([C:21]4[CH:26]=[CH:25][C:24]([F:27])=[CH:23][C:22]=4[O:28][CH:29]4[CH2:34][CH2:33][NH:32][CH2:31][CH2:30]4)=[O:20])[CH2:16][C:11]3=2)[C:7]=1[CH3:35].C([O-])(O)=O.[Na+]. Product: [Cl:5][C:6]1[C:14]([CH3:15])=[N:13][C:12]2[N:8]([N:9]=[C:10]3[CH2:18][N:17]([C:19]([C:21]4[CH:26]=[CH:25][C:24]([F:27])=[CH:23][C:22]=4[O:28][CH:29]4[CH2:34][CH2:33][N:32]([CH2:2][CH2:3][F:4])[CH2:31][CH2:30]4)=[O:20])[CH2:16][C:11]3=2)[C:7]=1[CH3:35]. The catalyst class is: 3.